From a dataset of Forward reaction prediction with 1.9M reactions from USPTO patents (1976-2016). Predict the product of the given reaction. Given the reactants [CH2:1]=[CH:2][C:3]1[CH:8]=[CH:7][CH:6]=[CH:5][CH:4]=1.[CH3:9][CH:10]=[CH:11][C:12]1[CH:17]=[CH:16][CH:15]=[CH:14][CH:13]=1.[C:18]1(=[O:25])[NH:24][CH2:23][CH2:22][CH2:21][CH2:20][CH2:19]1.CC(N=NC(C#N)(C)C)(C#N)C, predict the reaction product. The product is: [CH2:1]=[CH:2][C:3]1[CH:8]=[CH:7][CH:6]=[CH:5][CH:4]=1.[CH3:9][CH:10]=[CH:11][C:12]1[CH:17]=[CH:16][CH:15]=[CH:14][CH:13]=1.[C:18]1(=[O:25])[NH:24][CH2:23][CH2:22][CH2:21][CH2:20][CH2:19]1.